This data is from Catalyst prediction with 721,799 reactions and 888 catalyst types from USPTO. The task is: Predict which catalyst facilitates the given reaction. (1) Reactant: Cl.[CH2:2]([N:4]([CH2:10][CH3:11])[C@H:5]1[CH2:8][C@H:7]([OH:9])[CH2:6]1)[CH3:3].[OH-].[Na+]. Product: [CH2:2]([N:4]([CH2:10][CH3:11])[C@H:5]1[CH2:8][C@H:7]([OH:9])[CH2:6]1)[CH3:3]. The catalyst class is: 5. (2) Reactant: [Cl:1][C:2]1[CH:11]=[C:10]([Cl:12])[CH:9]=[CH:8][C:3]=1[C:4](=[O:7])[CH2:5]Cl.[N:13]1([C:19]([O:21][C:22]([CH3:25])([CH3:24])[CH3:23])=[O:20])[CH2:18][CH2:17][NH:16][CH2:15][CH2:14]1.C([O-])([O-])=O.[Cs+].[Cs+]. Product: [Cl:1][C:2]1[CH:11]=[C:10]([Cl:12])[CH:9]=[CH:8][C:3]=1[C:4](=[O:7])[CH2:5][N:16]1[CH2:15][CH2:14][N:13]([C:19]([O:21][C:22]([CH3:25])([CH3:24])[CH3:23])=[O:20])[CH2:18][CH2:17]1. The catalyst class is: 3. (3) Reactant: C(OC(=O)[NH:7][C:8]1[CH:13]=[C:12]([N:14]([CH3:16])[CH3:15])[C:11]([C:17]([F:20])([F:19])[F:18])=[CH:10][C:9]=1[NH:21][C:22](=[O:37])[CH2:23][C:24](=O)[C:25]1[CH:30]=[CH:29][CH:28]=[C:27]([N:31]2[CH:35]=[CH:34][CH:33]=[N:32]2)[CH:26]=1)(C)(C)C.C(O)(C(F)(F)F)=O. Product: [CH3:15][N:14]([CH3:16])[C:12]1[C:11]([C:17]([F:20])([F:18])[F:19])=[CH:10][C:9]2[NH:21][C:22](=[O:37])[CH2:23][C:24]([C:25]3[CH:30]=[CH:29][CH:28]=[C:27]([N:31]4[CH:35]=[CH:34][CH:33]=[N:32]4)[CH:26]=3)=[N:7][C:8]=2[CH:13]=1. The catalyst class is: 2.